Dataset: Forward reaction prediction with 1.9M reactions from USPTO patents (1976-2016). Task: Predict the product of the given reaction. (1) Given the reactants F[C:2]1[CH:7]=[CH:6][C:5]([NH:8][S:9]([C:12]2[CH:17]=[CH:16][CH:15]=[CH:14][CH:13]=2)(=[O:11])=[O:10])=[CH:4][C:3]=1[N+:18]([O-:20])=[O:19].[CH:21]1([CH2:24][NH2:25])[CH2:23][CH2:22]1, predict the reaction product. The product is: [CH:21]1([CH2:24][NH:25][C:2]2[CH:7]=[CH:6][C:5]([NH:8][S:9]([C:12]3[CH:17]=[CH:16][CH:15]=[CH:14][CH:13]=3)(=[O:11])=[O:10])=[CH:4][C:3]=2[N+:18]([O-:20])=[O:19])[CH2:23][CH2:22]1. (2) Given the reactants [Cl:1][C:2]1[CH:11]=[CH:10][C:5]([C:6](Cl)=[N:7][OH:8])=[CH:4][CH:3]=1.[C:12]1([C:18]#[C:19][C:20](=[O:22])[CH3:21])[CH:17]=[CH:16][CH:15]=[CH:14][CH:13]=1.C(=O)([O-])O.[Na+], predict the reaction product. The product is: [Cl:1][C:2]1[CH:11]=[CH:10][C:5]([C:6]2[C:19]([C:20](=[O:22])[CH3:21])=[C:18]([C:12]3[CH:17]=[CH:16][CH:15]=[CH:14][CH:13]=3)[O:8][N:7]=2)=[CH:4][CH:3]=1. (3) Given the reactants Br[CH2:2][C:3]1[CH:24]=[CH:23][C:6]([C:7]([NH:9][C:10]2[CH:15]=[CH:14][C:13]([Cl:16])=[C:12]([C:17]3[CH:22]=[CH:21][CH:20]=[CH:19][N:18]=3)[CH:11]=2)=[O:8])=[CH:5][CH:4]=1.[CH3:25][P:26]([O:30]CC)[O:27][CH2:28][CH3:29], predict the reaction product. The product is: [Cl:16][C:13]1[CH:14]=[CH:15][C:10]([NH:9][C:7]([C:6]2[CH:23]=[CH:24][C:3]([CH2:2][P:26]([CH3:25])(=[O:30])[O:27][CH2:28][CH3:29])=[CH:4][CH:5]=2)=[O:8])=[CH:11][C:12]=1[C:17]1[CH:22]=[CH:21][CH:20]=[CH:19][N:18]=1. (4) Given the reactants F[C:2]1[CH:7]=[CH:6][C:5]([N+:8]([O-:10])=[O:9])=[CH:4][C:3]=1[CH3:11].C(N(CC)CC)C.[NH:19]1[CH2:24][CH2:23][O:22][CH2:21][CH2:20]1, predict the reaction product. The product is: [CH3:11][C:3]1[CH:4]=[C:5]([N+:8]([O-:10])=[O:9])[CH:6]=[CH:7][C:2]=1[N:19]1[CH2:24][CH2:23][O:22][CH2:21][CH2:20]1. (5) Given the reactants [F:1][C:2]([C:5]1[CH:10]=[C:9]([CH3:11])[CH:8]=[CH:7][N:6]=1)([CH3:4])[CH3:3].[O-:12][Mn](=O)(=O)=O.[K+].Cl.[OH2:19], predict the reaction product. The product is: [F:1][C:2]([C:5]1[CH:10]=[C:9]([CH:8]=[CH:7][N:6]=1)[C:11]([OH:12])=[O:19])([CH3:4])[CH3:3]. (6) The product is: [C:10]([C:8]1[CH:7]=[CH:6][C:5]([CH:12]2[C:17]3[C:18](=[O:21])[CH2:19][CH2:20][C:16]=3[N:15]([C:22]3[CH:27]=[CH:26][N:25]=[C:24]([C:28]([F:31])([F:30])[F:29])[CH:23]=3)[C:14](=[O:32])[N:13]2[CH3:33])=[C:4]([CH:9]=1)[C:3]([OH:34])=[O:2])#[N:11]. Given the reactants C[O:2][C:3](=[O:34])[C:4]1[CH:9]=[C:8]([C:10]#[N:11])[CH:7]=[CH:6][C:5]=1[CH:12]1[C:17]2[C:18](=[O:21])[CH2:19][CH2:20][C:16]=2[N:15]([C:22]2[CH:27]=[CH:26][N:25]=[C:24]([C:28]([F:31])([F:30])[F:29])[CH:23]=2)[C:14](=[O:32])[N:13]1[CH3:33].[OH-].[Li+], predict the reaction product. (7) Given the reactants [CH3:1][C:2](C)([C:5](=O)[C:6](=O)[C:7]([CH3:11])([CH3:10])[CH2:8][CH3:9])CC.[C:15]([O-])(=O)[CH3:16].[NH4+:19].[C:20](=O)(O)[O-].[Na+].[C:25](O)(=O)[CH3:26], predict the reaction product. The product is: [C:7]([C:6]1[NH:19][C:1]([C:25]([CH2:15][CH3:16])([CH3:26])[CH3:20])=[CH:2][CH:5]=1)([CH2:8][CH3:9])([CH3:11])[CH3:10].